From a dataset of Reaction yield outcomes from USPTO patents with 853,638 reactions. Predict the reaction yield, written as a fraction of the theoretical maximum amount of product (1.0 means a 100% yield; for example, 0.34 means a 34% yield). (1) The catalyst is C(O)(C)C. The yield is 0.450. The product is [F:1][C:2]1[CH:3]=[C:4]([CH:5]([OH:6])[C:7]2[CH:8]=[C:9]3[C:13](=[CH:14][CH:15]=2)[NH:12][N:11]=[C:10]3[NH:16][C:17](=[O:38])[C:18]2[CH:23]=[CH:22][C:21]([N:24]3[CH2:29][CH2:28][N:27]([CH3:30])[CH2:26][CH2:25]3)=[CH:20][C:19]=2[NH:31][CH:32]2[CH2:37][CH2:36][O:35][CH2:34][CH2:33]2)[CH:39]=[C:40]([F:42])[CH:41]=1. The reactants are [F:1][C:2]1[CH:3]=[C:4]([CH:39]=[C:40]([F:42])[CH:41]=1)[C:5]([C:7]1[CH:8]=[C:9]2[C:13](=[CH:14][CH:15]=1)[NH:12][N:11]=[C:10]2[NH:16][C:17](=[O:38])[C:18]1[CH:23]=[CH:22][C:21]([N:24]2[CH2:29][CH2:28][N:27]([CH3:30])[CH2:26][CH2:25]2)=[CH:20][C:19]=1[NH:31][CH:32]1[CH2:37][CH2:36][O:35][CH2:34][CH2:33]1)=[O:6].[BH4-].[Na+]. (2) The reactants are [S:1]1[C:9]2[CH2:8][CH2:7][NH:6][CH2:5][C:4]=2[CH:3]=[CH:2]1.[CH2:10]([O:12][C:13](=[O:29])[C:14]([CH3:28])([CH3:27])[CH2:15][CH2:16][CH2:17][CH:18](Br)[C:19]1[CH:24]=[CH:23][CH:22]=[CH:21][C:20]=1[Cl:25])[CH3:11].C(=O)([O-])[O-].[K+].[K+].O. The catalyst is CN(C=O)C. The product is [CH2:10]([O:12][C:13](=[O:29])[C:14]([CH3:28])([CH3:27])[CH2:15][CH2:16][CH2:17][CH:18]([C:19]1[CH:24]=[CH:23][CH:22]=[CH:21][C:20]=1[Cl:25])[N:6]1[CH2:7][CH2:8][C:9]2[S:1][CH:2]=[CH:3][C:4]=2[CH2:5]1)[CH3:11]. The yield is 0.420. (3) The reactants are [OH:1][C@H:2]([C@H:4]([CH2:9][CH2:10][CH:11]([CH3:13])[CH3:12])[C:5]([O:7][CH3:8])=[O:6])[CH3:3].CC1(C)[C@@H]2CC[C@@]1(CS(O)(=O)=O)C(=O)C2.ClC(Cl)(Cl)C(=N)O[CH2:33][C:34]1[CH:39]=[CH:38][C:37]([O:40][CH3:41])=[CH:36][CH:35]=1. The catalyst is C(Cl)Cl. The product is [CH3:41][O:40][C:37]1[CH:38]=[CH:39][C:34]([CH2:33][O:1][C@H:2]([C@H:4]([CH2:9][CH2:10][CH:11]([CH3:13])[CH3:12])[C:5]([O:7][CH3:8])=[O:6])[CH3:3])=[CH:35][CH:36]=1. The yield is 0.770. (4) The reactants are N.C([N:9]1[CH:17]=[N:16][C:15]2[C:10]1=[N:11][C:12]([N:26]1[C:30]([CH3:31])=[CH:29][C:28]([CH3:32])=[N:27]1)=[N:13][C:14]=2[NH:18][C:19]1[CH:24]=[CH:23][C:22](Cl)=[CH:21][CH:20]=1)C1C=CC=CC=1.C(N1C2C(=NC(N3C(C)=CC(C)=N3)=NC=2NC2C=CC(Cl)=CC=2)N=C1)C1C=CC=CC=1.[Na].[Cl-].[NH4+].Cl. The catalyst is O. The product is [CH3:32][C:28]1[CH:29]=[C:30]([CH3:31])[N:26]([C:12]2[N:11]=[C:10]3[C:15]([N:16]=[CH:17][NH:9]3)=[C:14]([NH:18][C:19]3[CH:24]=[CH:23][CH:22]=[CH:21][CH:20]=3)[N:13]=2)[N:27]=1. The yield is 0.500.